This data is from Full USPTO retrosynthesis dataset with 1.9M reactions from patents (1976-2016). The task is: Predict the reactants needed to synthesize the given product. (1) Given the product [CH3:16][O:15][C:12]1[CH:13]=[CH:14][C:9]([CH2:8][N:4]2[CH:1]=[CH:2][CH2:3][N:6]2[NH2:7])=[CH:10][CH:11]=1, predict the reactants needed to synthesize it. The reactants are: [C:1](#[N:4])[CH:2]=[CH2:3].O.[NH2:6][NH2:7].[CH:8](=O)[C:9]1[CH:14]=[CH:13][C:12]([O:15][CH3:16])=[CH:11][CH:10]=1.C(O[Na])CCC. (2) Given the product [O:12]=[C:5]1[CH:6]2[CH2:11][C:2]3([O:1][C:16](=[O:17])[CH2:15][C:14]([CH3:20])([CH3:19])[CH3:13])[CH2:9][CH:8]([CH2:10][CH:4]1[CH2:3]3)[CH2:7]2, predict the reactants needed to synthesize it. The reactants are: [OH:1][C:2]12[CH2:11][CH:6]3[CH2:7][CH:8]([CH2:10][CH:4]([C:5]3=[O:12])[CH2:3]1)[CH2:9]2.[CH3:13][C:14]([CH3:20])([CH3:19])[CH2:15][C:16](Cl)=[O:17].OP([O-])(O)=O.[K+].